From a dataset of Catalyst prediction with 721,799 reactions and 888 catalyst types from USPTO. Predict which catalyst facilitates the given reaction. (1) Reactant: Cl.[NH2:2][C@H:3]1[CH2:10][CH2:9][CH2:8][NH:7][C:5](=[O:6])[CH2:4]1.C([O-])([O-])=O.[Na+].[Na+].[Br:17][CH2:18][CH2:19][CH2:20][CH2:21][CH2:22][CH2:23][CH2:24][CH2:25][CH2:26][CH2:27][C:28](Cl)=[O:29]. Product: [Br:17][CH2:18][CH2:19][CH2:20][CH2:21][CH2:22][CH2:23][CH2:24][CH2:25][CH2:26][CH2:27][C:28]([NH:2][C@H:3]1[CH2:10][CH2:9][CH2:8][NH:7][C:5](=[O:6])[CH2:4]1)=[O:29]. The catalyst class is: 229. (2) Reactant: [C:1]([C:3]1[CH:8]=[CH:7][C:6]([CH2:9][C@:10]([NH:24][C:25]([NH:27][CH2:28][CH:29](OC)OC)=O)([CH3:23])[C:11]([NH:13][C:14]2[CH:19]=[C:18]([Cl:20])[C:17]([F:21])=[C:16]([Cl:22])[CH:15]=2)=[O:12])=[CH:5][CH:4]=1)#[N:2].C1C=CC(P(C2C=CC=CC=2)C2C=CC=CC=2)=CC=1.CCN(CC)CC.C(Cl)(Cl)(Cl)Cl.O.C1(C)C=CC(S(O)(=O)=O)=CC=1.CCCCCCC.C(OC(C)C)(=O)C. Product: [Cl:22][C:16]1[CH:15]=[C:14]([N:13]2[C:11](=[O:12])[C@:10]([CH2:9][C:6]3[CH:7]=[CH:8][C:3]([C:1]#[N:2])=[CH:4][CH:5]=3)([CH3:23])[N:24]3[CH:29]=[CH:28][N:27]=[C:25]23)[CH:19]=[C:18]([Cl:20])[C:17]=1[F:21]. The catalyst class is: 23. (3) Reactant: [F:1][C:2]1[C:10]([C:11]#N)=[CH:9][CH:8]=[C:7]2[C:3]=1[CH:4]=[N:5][NH:6]2.[H-].C([Al+]CC(C)C)C(C)C.C(OCC)(=[O:25])C.C(O)(=O)C(C(C(O)=O)O)O. Product: [F:1][C:2]1[C:10]([CH:11]=[O:25])=[CH:9][CH:8]=[C:7]2[C:3]=1[CH:4]=[N:5][NH:6]2. The catalyst class is: 11. (4) Reactant: [C:1]([O:5][C:6]([N:8]1[CH2:12][CH2:11][CH2:10][C:9]1([CH2:23][CH2:24][CH2:25][CH3:26])[CH:13]([C:15]1[CH:20]=[CH:19][C:18]([Cl:21])=[C:17]([Cl:22])[CH:16]=1)[OH:14])=[O:7])([CH3:4])([CH3:3])[CH3:2]. Product: [C:1]([O:5][C:6]([N:8]1[CH2:12][CH2:11][CH2:10][C:9]1([CH2:23][CH2:24][CH2:25][CH3:26])[C:13](=[O:14])[C:15]1[CH:20]=[CH:19][C:18]([Cl:21])=[C:17]([Cl:22])[CH:16]=1)=[O:7])([CH3:4])([CH3:3])[CH3:2]. The catalyst class is: 2. (5) Reactant: C(O)=O.[NH2:4][C:5]1[C:10]([OH:11])=[CH:9][N:8]=[C:7]([C:12]2[C:13]3[CH2:27][CH2:26][CH2:25][C:14]=3[N:15]([CH2:17][C:18]3[CH:23]=[CH:22][CH:21]=[CH:20][C:19]=3[F:24])[N:16]=2)[N:6]=1.C(=O)([O-])[O-].[K+].[K+].Cl.Cl[C:36]1[C:41]([C:42]([O:44][CH2:45][CH3:46])=[O:43])=[CH:40][N:39]=[CH:38][CH:37]=1. Product: [F:24][C:19]1[CH:20]=[CH:21][CH:22]=[CH:23][C:18]=1[CH2:17][N:15]1[C:14]2[CH2:25][CH2:26][CH2:27][C:13]=2[C:12]([C:7]2[N:6]=[C:5]([NH:4][C:36]3[C:41]([C:42]([O:44][CH2:45][CH3:46])=[O:43])=[CH:40][N:39]=[CH:38][CH:37]=3)[C:10]([OH:11])=[CH:9][N:8]=2)=[N:16]1. The catalyst class is: 3. (6) Reactant: [CH3:1][S:2](Cl)(=[O:4])=[O:3].[CH3:6][O:7][C:8]1[CH:9]=[C:10]([NH:19][C:20](=[O:34])[C:21]([NH:23][C:24]([CH3:33])([CH3:32])[CH2:25][CH:26]2[CH2:31][CH2:30][NH:29][CH2:28][CH2:27]2)=[O:22])[CH:11]=[CH:12][C:13]=1[C:14]1[O:18][CH:17]=[N:16][CH:15]=1.C(N1CCOCC1)C. Product: [CH3:1][S:2]([N:29]1[CH2:30][CH2:31][CH:26]([CH2:25][C:24]([NH:23][C:21](=[O:22])[C:20]([NH:19][C:10]2[CH:11]=[CH:12][C:13]([C:14]3[O:18][CH:17]=[N:16][CH:15]=3)=[C:8]([O:7][CH3:6])[CH:9]=2)=[O:34])([CH3:33])[CH3:32])[CH2:27][CH2:28]1)(=[O:4])=[O:3]. The catalyst class is: 96. (7) Reactant: [NH2:1][C:2]1[CH:3]=[CH:4][C:5]([CH3:21])=[C:6]([C:8]2[CH:13]=[CH:12][C:11]([C:14]([NH:16][CH2:17][CH:18]3[CH2:20][CH2:19]3)=[O:15])=[CH:10][CH:9]=2)[CH:7]=1.[Cl:22][C:23]1[C:24]([C:35](O)=[O:36])=[N:25][C:26]([N:29]2[CH2:34][CH2:33][CH2:32][CH2:31][CH2:30]2)=[N:27][CH:28]=1. Product: [Cl:22][C:23]1[C:24]([C:35]([NH:1][C:2]2[CH:7]=[C:6]([C:8]3[CH:13]=[CH:12][C:11]([C:14]([NH:16][CH2:17][CH:18]4[CH2:20][CH2:19]4)=[O:15])=[CH:10][CH:9]=3)[C:5]([CH3:21])=[CH:4][CH:3]=2)=[O:36])=[N:25][C:26]([N:29]2[CH2:34][CH2:33][CH2:32][CH2:31][CH2:30]2)=[N:27][CH:28]=1. The catalyst class is: 1. (8) Reactant: Cl.[CH3:2][NH2:3].[F:4][C:5]1[C:13]([N+:14]([O-:16])=[O:15])=[CH:12][CH:11]=[CH:10][C:6]=1[C:7](Cl)=[O:8]. Product: [F:4][C:5]1[C:13]([N+:14]([O-:16])=[O:15])=[CH:12][CH:11]=[CH:10][C:6]=1[C:7]([NH:3][CH3:2])=[O:8]. The catalyst class is: 64.